Dataset: Catalyst prediction with 721,799 reactions and 888 catalyst types from USPTO. Task: Predict which catalyst facilitates the given reaction. (1) The catalyst class is: 496. Reactant: [CH3:1][OH:2].C(Cl)(=O)[C:4](Cl)=[O:5].O[C:10]1[C:19]2[C:14](=[CH:15][C:16]([C:20]3[CH:21]=[C:22]([CH:26]=[CH:27][C:28]=3[CH3:29])C(O)=O)=[CH:17][CH:18]=2)[CH:13]=[N:12][N:11]=1.O=P(Cl)(Cl)[Cl:32]. Product: [Cl:32][C:10]1[C:19]2[C:14](=[CH:15][C:16]([C:20]3[CH:21]=[C:22]([CH:26]=[CH:27][C:28]=3[CH3:29])[C:1]([O:5][CH3:4])=[O:2])=[CH:17][CH:18]=2)[CH:13]=[N:12][N:11]=1. (2) Reactant: [NH2:1][C:2](=[O:37])[CH:3]([OH:36])[CH:4]([NH:12][C:13]([C:15]1[C:16]([N:21]2[CH:25]=[C:24]3[CH2:26][N:27]([C:29]([O:31][C:32]([CH3:35])([CH3:34])[CH3:33])=[O:30])[CH2:28][C:23]3=[N:22]2)=[N:17][CH:18]=[CH:19][CH:20]=1)=[O:14])[CH2:5][C:6]1[CH:11]=[CH:10][CH:9]=[CH:8][CH:7]=1. Product: [NH2:1][C:2](=[O:37])[C:3](=[O:36])[CH:4]([NH:12][C:13]([C:15]1[C:16]([N:21]2[CH:25]=[C:24]3[CH2:26][N:27]([C:29]([O:31][C:32]([CH3:33])([CH3:35])[CH3:34])=[O:30])[CH2:28][C:23]3=[N:22]2)=[N:17][CH:18]=[CH:19][CH:20]=1)=[O:14])[CH2:5][C:6]1[CH:11]=[CH:10][CH:9]=[CH:8][CH:7]=1. The catalyst class is: 192. (3) Reactant: [CH3:1][O:2][C:3]1[CH:8]=[CH:7][CH:6]=[C:5]([O:9][CH3:10])[C:4]=1[CH:11]([NH:19][CH2:20][C:21]1[CH:22]=[N:23][C:24]2[C:29]([CH:30]=1)=[CH:28][CH:27]=[CH:26][CH:25]=2)[CH2:12][CH2:13][CH2:14][C:15]([O:17]C)=[O:16].[OH-].[Na+]. Product: [CH3:1][O:2][C:3]1[CH:8]=[CH:7][CH:6]=[C:5]([O:9][CH3:10])[C:4]=1[CH:11]([NH:19][CH2:20][C:21]1[CH:22]=[N:23][C:24]2[C:29]([CH:30]=1)=[CH:28][CH:27]=[CH:26][CH:25]=2)[CH2:12][CH2:13][CH2:14][C:15]([OH:17])=[O:16]. The catalyst class is: 5. (4) Reactant: [C:1]([O:5][C:6]([N:8]1[C:17]2[C:12](=[CH:13][C:14]([CH3:19])=[C:15]([CH3:18])[CH:16]=2)[NH:11][CH:10]([CH2:20][CH3:21])[CH2:9]1)=[O:7])([CH3:4])([CH3:3])[CH3:2].Cl[C:23]([O:25][CH2:26][CH3:27])=[O:24]. Product: [CH2:26]([O:25][C:23]([N:11]1[C:12]2[C:17](=[CH:16][C:15]([CH3:18])=[C:14]([CH3:19])[CH:13]=2)[N:8]([C:6]([O:5][C:1]([CH3:4])([CH3:3])[CH3:2])=[O:7])[CH2:9][CH:10]1[CH2:20][CH3:21])=[O:24])[CH3:27]. The catalyst class is: 341. (5) Reactant: Cl[C:2]1[CH:7]=[CH:6][C:5]([Cl:8])=[CH:4][N:3]=1.[CH3:9][C:10]1[CH:15]=[CH:14][CH:13]=[C:12]([CH3:16])[C:11]=1B(O)O.C(=O)([O-])[O-].[K+].[K+]. Product: [Cl:8][C:5]1[CH:6]=[CH:7][C:2]([C:11]2[C:12]([CH3:16])=[CH:13][CH:14]=[CH:15][C:10]=2[CH3:9])=[N:3][CH:4]=1. The catalyst class is: 77. (6) Reactant: [C:1]([N:18]1[CH2:26][C@H:24]([OH:25])[CH2:23][C@H:19]1[C:20]([OH:22])=O)([O:3][CH2:4][CH:5]1[C:17]2[C:12](=[CH:13][CH:14]=[CH:15][CH:16]=2)[C:11]2[C:6]1=[CH:7][CH:8]=[CH:9][CH:10]=2)=[O:2].[NH2:27][CH2:28][CH2:29][O:30][CH2:31][CH2:32][OH:33]. Product: [CH:7]1[C:6]2[CH:5]([CH2:4][O:3][C:1]([N:18]3[CH2:26][C@H:24]([OH:25])[CH2:23][C@H:19]3[C:20](=[O:22])[NH:27][CH2:28][CH2:29][O:30][CH2:31][CH2:32][OH:33])=[O:2])[C:17]3[C:12](=[CH:13][CH:14]=[CH:15][CH:16]=3)[C:11]=2[CH:10]=[CH:9][CH:8]=1. The catalyst class is: 16. (7) Reactant: [F:1][C:2]1[CH:7]=[CH:6][C:5]([OH:8])=[C:4]([C:9]2([CH3:15])[CH2:14][CH2:13][CH2:12][CH2:11][CH2:10]2)[CH:3]=1.Cl[C:17]([O:19][CH3:20])=[O:18]. Product: [C:17](=[O:18])([O:19][CH3:20])[O:8][C:5]1[CH:6]=[CH:7][C:2]([F:1])=[CH:3][C:4]=1[C:9]1([CH3:15])[CH2:14][CH2:13][CH2:12][CH2:11][CH2:10]1. The catalyst class is: 79. (8) Product: [C:25]([C@H:2]1[CH2:19][CH2:18][C@@:17]2([CH3:20])[C:4](=[CH:5][C:6](=[O:22])[C@@H:7]3[C@@H:16]2[CH2:15][CH2:14][C@@:12]2([CH3:13])[C@H:8]3[CH2:9][CH2:10][C@@H:11]2[C:25]([O:24][CH3:23])=[O:26])[CH2:3]1)([O:24][CH3:23])=[O:26]. Reactant: O[C@H:2]1[CH2:19][CH2:18][C@@:17]2([CH3:20])[C:4](=[CH:5][C:6](=[O:22])[C@@H:7]3[C@@H:16]2[CH2:15][CH2:14][C@@:12]2([CH3:13])[C@H:8]3[CH2:9][CH2:10][C@@H:11]2O)[CH2:3]1.[CH3:23][O:24][C:25](Cl)=[O:26]. The catalyst class is: 17. (9) Reactant: [CH3:13][C:12]([O:11][C:9](O[C:9]([O:11][C:12]([CH3:15])([CH3:14])[CH3:13])=[O:10])=[O:10])([CH3:15])[CH3:14].[F:16][C:17]1[CH:18]=[CH:19][C:20]([CH2:23][NH2:24])=[N:21][CH:22]=1. Product: [F:16][C:17]1[CH:18]=[CH:19][C:20]([CH2:23][NH:24][C:9](=[O:10])[O:11][C:12]([CH3:13])([CH3:14])[CH3:15])=[N:21][CH:22]=1. The catalyst class is: 2. (10) Reactant: [Cl:1][C:2]1[CH:3]=[C:4]([C:8]2[C:9](=[O:23])[N:10]([CH2:18][CH:19]3[CH2:22][CH2:21][CH2:20]3)[C:11]3[CH2:12][CH2:13][NH:14][CH2:15][C:16]=3[CH:17]=2)[CH:5]=[CH:6][CH:7]=1.CCN(C(C)C)C(C)C.[CH3:33][S:34](Cl)(=[O:36])=[O:35]. Product: [Cl:1][C:2]1[CH:3]=[C:4]([C:8]2[C:9](=[O:23])[N:10]([CH2:18][CH:19]3[CH2:22][CH2:21][CH2:20]3)[C:11]3[CH2:12][CH2:13][N:14]([S:34]([CH3:33])(=[O:36])=[O:35])[CH2:15][C:16]=3[CH:17]=2)[CH:5]=[CH:6][CH:7]=1. The catalyst class is: 2.